From a dataset of Full USPTO retrosynthesis dataset with 1.9M reactions from patents (1976-2016). Predict the reactants needed to synthesize the given product. (1) Given the product [O:12]=[S:8]1(=[O:11])[CH2:9][CH2:10][N:5]([CH2:3][C@@H:2]([NH2:1])[CH3:13])[CH2:6][CH2:7]1, predict the reactants needed to synthesize it. The reactants are: [NH2:1][CH:2]([CH3:13])[C:3]([N:5]1[CH2:10][CH2:9][S:8](=[O:12])(=[O:11])[CH2:7][CH2:6]1)=O. (2) Given the product [C:1]([O:5][C:6]([NH:8][C@H:9]([C:23]([O:25][C:11]([CH3:15])([CH3:12])[CH3:10])=[O:24])[CH2:10][C@H:11]([CH2:15][C:16]1[CH:17]=[CH:18][C:19]([O:22][C@@H:37]2[CH2:38][O:39][C@@H:40]([C:43]3[CH:44]=[CH:45][CH:46]=[CH:47][CH:48]=3)[O:41][CH2:42]2)=[CH:20][CH:21]=1)[C:12]([O:14][C:1]([CH3:4])([CH3:3])[CH3:2])=[O:13])=[O:7])([CH3:4])([CH3:2])[CH3:3], predict the reactants needed to synthesize it. The reactants are: [C:1]([O:5][C:6]([NH:8][C@H:9]([C:23]([O-:25])=[O:24])[CH2:10][C@H:11]([CH2:15][C:16]1[CH:21]=[CH:20][C:19]([OH:22])=[CH:18][CH:17]=1)[C:12]([O-:14])=[O:13])=[O:7])([CH3:4])([CH3:3])[CH3:2].CC1C=CC(S(O[C@H:37]2[CH2:42][O:41][C@@H:40]([C:43]3[CH:48]=[CH:47][CH:46]=[CH:45][CH:44]=3)[O:39][CH2:38]2)(=O)=O)=CC=1.C(=O)([O-])[O-].[K+].[K+].